This data is from Reaction yield outcomes from USPTO patents with 853,638 reactions. The task is: Predict the reaction yield, written as a fraction of the theoretical maximum amount of product (1.0 means a 100% yield; for example, 0.34 means a 34% yield). (1) The reactants are [Cl:1][C:2]1[N:7]=[CH:6][N+:5]([O-])=[C:4]2[CH2:9][CH2:10][C@@H:11]([CH3:12])[C:3]=12.[C:13]([O:16]C(=O)C)(=[O:15])[CH3:14]. No catalyst specified. The product is [C:13]([O:16][CH:9]1[C:4]2[N:5]=[CH:6][N:7]=[C:2]([Cl:1])[C:3]=2[C@H:11]([CH3:12])[CH2:10]1)(=[O:15])[CH3:14]. The yield is 0.700. (2) The catalyst is C(O)C.O. The product is [Cl:12][C:13]1[N:20]=[C:19]([S:11][C:5]2[CH:6]=[CH:7][C:8]([F:10])=[CH:9][C:4]=2[F:3])[CH:18]=[CH:17][C:14]=1[C:15]#[N:16]. The reactants are [OH-].[K+].[F:3][C:4]1[CH:9]=[C:8]([F:10])[CH:7]=[CH:6][C:5]=1[SH:11].[Cl:12][C:13]1[N:20]=[C:19](Cl)[CH:18]=[CH:17][C:14]=1[C:15]#[N:16].Cl. The yield is 0.660. (3) The reactants are B(Br)(Br)Br.[CH2:5]([C:9]1[CH:10]=[C:11]([C:17]2[CH:22]=[CH:21][C:20]([C:23]3[CH:28]=[CH:27][C:26]([CH2:29][CH2:30][C:31]#[N:32])=[CH:25][C:24]=3[CH2:33][CH:34]([CH3:36])[CH3:35])=[CH:19][C:18]=2[CH2:37][C:38]2[C:47]3[C:42](=[CH:43][CH:44]=[CH:45][CH:46]=3)[CH:41]=[CH:40][CH:39]=2)[CH:12]=[CH:13][C:14]=1[O:15]C)[CH:6]([CH3:8])[CH3:7].O. The catalyst is C(Cl)Cl. The product is [OH:15][C:14]1[CH:13]=[CH:12][C:11]([C:17]2[CH:22]=[CH:21][C:20]([C:23]3[CH:28]=[CH:27][C:26]([CH2:29][CH2:30][C:31]#[N:32])=[CH:25][C:24]=3[CH2:33][CH:34]([CH3:36])[CH3:35])=[CH:19][C:18]=2[CH2:37][C:38]2[C:47]3[C:42](=[CH:43][CH:44]=[CH:45][CH:46]=3)[CH:41]=[CH:40][CH:39]=2)=[CH:10][C:9]=1[CH2:5][CH:6]([CH3:8])[CH3:7]. The yield is 0.989. (4) The reactants are [NH2:1][C:2]1[N:10]=[CH:9][N:8]=[C:7]2[C:3]=1[N:4]=[CH:5][N:6]2[C@@H:11]1[O:15][C@:14]([CH3:26])([O:16][CH2:17][P:18](=[O:25])([O:22]CC)[O:19]CC)[C@@H:13]([OH:27])[C@H:12]1[OH:28].N1C(C)=CC=CC=1C.C[Si](I)(C)C. The catalyst is C(#N)C. The product is [NH2:1][C:2]1[N:10]=[CH:9][N:8]=[C:7]2[C:3]=1[N:4]=[CH:5][N:6]2[C@@H:11]1[O:15][C@:14]([CH3:26])([O:16][CH2:17][P:18](=[O:19])([OH:22])[OH:25])[C@@H:13]([OH:27])[C@H:12]1[OH:28]. The yield is 0.720. (5) The reactants are [OH:1][C@H:2]1[CH2:7][CH2:6][C@H:5]([N:8]2[C:13](=[O:14])[C:12]([CH2:15][C:16]3[CH:21]=[CH:20][C:19]([C:22]4[C:23]([C:28]#[N:29])=[CH:24][CH:25]=[CH:26][CH:27]=4)=[CH:18][C:17]=3[O:30][CH3:31])=[C:11]([CH2:32][CH2:33][CH3:34])[N:10]3[N:35]=[CH:36][CH:37]=[C:9]23)[CH2:4][CH2:3]1.[N+](=[CH:40][C:41]([O:43][CH2:44][CH3:45])=[O:42])=[N-].C(OCC)(=O)C.O. The catalyst is C(Cl)Cl.C([O-])(=O)C.[Rh+3].C([O-])(=O)C.C([O-])(=O)C. The product is [C:28]([C:23]1[CH:24]=[CH:25][CH:26]=[CH:27][C:22]=1[C:19]1[CH:20]=[CH:21][C:16]([CH2:15][C:12]2[C:13](=[O:14])[N:8]([C@H:5]3[CH2:4][CH2:3][C@H:2]([O:1][CH2:40][C:41]([O:43][CH2:44][CH3:45])=[O:42])[CH2:7][CH2:6]3)[C:9]3[N:10]([N:35]=[CH:36][CH:37]=3)[C:11]=2[CH2:32][CH2:33][CH3:34])=[C:17]([O:30][CH3:31])[CH:18]=1)#[N:29]. The yield is 0.470. (6) The reactants are [OH:1][CH2:2][C:3]([C:6]1[CH:10]=[C:9]([NH:11][C:12](=[O:28])[C:13]([S:16]([CH2:19][CH:20]2[CH2:25][CH2:24][CH:23]([O:26][CH3:27])[CH2:22][CH2:21]2)(=[O:18])=[O:17])([CH3:15])[CH3:14])[O:8][N:7]=1)([CH3:5])[CH3:4].[C:29]([Si:33](Cl)([C:40]1[CH:45]=[CH:44][CH:43]=[CH:42][CH:41]=1)[C:34]1[CH:39]=[CH:38][CH:37]=[CH:36][CH:35]=1)([CH3:32])([CH3:31])[CH3:30]. The catalyst is C(Cl)Cl. The product is [C:29]([Si:33]([C:40]1[CH:45]=[CH:44][CH:43]=[CH:42][CH:41]=1)([C:34]1[CH:35]=[CH:36][CH:37]=[CH:38][CH:39]=1)[O:1][CH2:2][C:3]([C:6]1[CH:10]=[C:9]([NH:11][C:12](=[O:28])[C:13]([S:16]([CH2:19][CH:20]2[CH2:21][CH2:22][CH:23]([O:26][CH3:27])[CH2:24][CH2:25]2)(=[O:18])=[O:17])([CH3:15])[CH3:14])[O:8][N:7]=1)([CH3:4])[CH3:5])([CH3:32])([CH3:30])[CH3:31]. The yield is 1.00. (7) The reactants are [Cl:1][C:2]1[C:3]2[CH:10]=[CH:9][NH:8][C:4]=2[N:5]=[CH:6][N:7]=1.O[C@H:12]1[CH2:17][CH2:16][CH2:15][N:14]([C:18]([O:20][C:21]([CH3:24])([CH3:23])[CH3:22])=[O:19])[CH2:13]1.C1C=CC(P(C2C=CC=CC=2)C2C=CC=CC=2)=CC=1.CCOC(/N=N/C(OCC)=O)=O. The catalyst is C1COCC1. The product is [Cl:1][C:2]1[C:3]2[CH:10]=[CH:9][N:8]([C@@H:16]3[CH2:17][CH2:12][CH2:13][N:14]([C:18]([O:20][C:21]([CH3:24])([CH3:23])[CH3:22])=[O:19])[CH2:15]3)[C:4]=2[N:5]=[CH:6][N:7]=1. The yield is 0.100. (8) The reactants are [CH3:1][C:2]1[CH:7]=[C:6](B2OC(C)(C)C(C)(C)O2)[CH:5]=[C:4]([CH3:17])[C:3]=1[C:18]1[C:22](=[O:23])[CH2:21][CH:20]([CH2:24][CH2:25][NH:26][C:27]([C:29]2[CH:34]=[CH:33][CH:32]=[CH:31][N:30]=2)=[O:28])[C:19]=1[O:35][CH3:36].P([O-])([O-])([O-])=O.[K+].[K+].[K+].Br[C:46]1[CH:51]=[CH:50][CH:49]=[C:48]([Cl:52])[CH:47]=1. The catalyst is COCCOC.O. The product is [Cl:52][C:48]1[CH:47]=[C:46]([C:6]2[CH:7]=[C:2]([CH3:1])[C:3]([C:18]3[C:22](=[O:23])[CH2:21][CH:20]([CH2:24][CH2:25][NH:26][C:27]([C:29]4[CH:34]=[CH:33][CH:32]=[CH:31][N:30]=4)=[O:28])[C:19]=3[O:35][CH3:36])=[C:4]([CH3:17])[CH:5]=2)[CH:51]=[CH:50][CH:49]=1. The yield is 0.660. (9) The reactants are [Li+].C[Si]([N-][Si](C)(C)C)(C)C.[Cl:11][C:12]1[C:20]2[CH:19]=[C:18]([C:21](=[O:23])[CH3:22])[S:17][C:16]=2[CH:15]=[CH:14][CH:13]=1.[Cl:24][C:25]1[CH:26]=[C:27]([C:32](=[O:37])[C:33]([F:36])([F:35])[F:34])[CH:28]=[C:29]([Cl:31])[CH:30]=1. The catalyst is C1COCC1. The product is [Cl:11][C:12]1[C:20]2[CH:19]=[C:18]([C:21](=[O:23])[CH2:22][C:32]([C:27]3[CH:28]=[C:29]([Cl:31])[CH:30]=[C:25]([Cl:24])[CH:26]=3)([OH:37])[C:33]([F:36])([F:35])[F:34])[S:17][C:16]=2[CH:15]=[CH:14][CH:13]=1. The yield is 0.846. (10) The reactants are [F:1][CH2:2][C:3]([CH2:8][F:9])([CH3:7])C(O)=O.C1C=CC(P([N:24]=[N+]=[N-])(C2C=CC=CC=2)=O)=CC=1.[Cl:27][C:28]1[CH:29]=[C:30]([C:35]2[C:43]([C:44]([NH2:46])=[O:45])=[C:38]3[CH2:39][NH:40][CH2:41][CH2:42][N:37]3[N:36]=2)[CH:31]=[CH:32][C:33]=1[F:34].C1[CH2:51][O:50]CC1. The catalyst is C1(C)C=CC=CC=1.C(OCC)(=O)C. The product is [Cl:27][C:28]1[CH:29]=[C:30]([C:35]2[C:43]([C:44]([NH2:46])=[O:45])=[C:38]3[CH2:39][N:40]([C:51]([NH:24][C:3]([CH3:7])([CH2:2][F:1])[CH2:8][F:9])=[O:50])[CH2:41][CH2:42][N:37]3[N:36]=2)[CH:31]=[CH:32][C:33]=1[F:34]. The yield is 0.240.